Predict the reaction yield, written as a fraction of the theoretical maximum amount of product (1.0 means a 100% yield; for example, 0.34 means a 34% yield). From a dataset of Reaction yield outcomes from USPTO patents with 853,638 reactions. The reactants are [Si]([O:8][CH2:9][CH2:10][O:11][C:12]1[CH:13]=[C:14]2[C:19](=[CH:20][CH:21]=1)[N:18]([C:22](=[O:24])[CH3:23])[C@@H:17]([CH:25]1[CH2:27][CH2:26]1)[C@H:16]([CH3:28])[C@H:15]2[NH:29][C:30]1[N:35]=[C:34]([CH3:36])[CH:33]=[CH:32][N:31]=1)(C(C)(C)C)(C)C.CCCC[N+](CCCC)(CCCC)CCCC.[F-]. The catalyst is O1CCCC1.CS(C)=O. The product is [CH:25]1([C@H:17]2[C@H:16]([CH3:28])[C@@H:15]([NH:29][C:30]3[N:35]=[C:34]([CH3:36])[CH:33]=[CH:32][N:31]=3)[C:14]3[C:19](=[CH:20][CH:21]=[C:12]([O:11][CH2:10][CH2:9][OH:8])[CH:13]=3)[N:18]2[C:22](=[O:24])[CH3:23])[CH2:27][CH2:26]1. The yield is 0.360.